Dataset: Reaction yield outcomes from USPTO patents with 853,638 reactions. Task: Predict the reaction yield, written as a fraction of the theoretical maximum amount of product (1.0 means a 100% yield; for example, 0.34 means a 34% yield). (1) The reactants are [CH3:1][O:2][CH2:3][CH2:4][O:5][C:6]1[CH:7]=[C:8]2[C:12](=[C:13]([N:15]([CH3:24])[S:16]([C:19]3[S:20][CH:21]=[CH:22][CH:23]=3)(=[O:18])=[O:17])[CH:14]=1)[NH:11][C:10]([C:25](O)=[O:26])=[CH:9]2.Cl.C[N:30](C)CCCN=C=NCC.CN(C)C=O. The catalyst is O. The product is [CH3:1][O:2][CH2:3][CH2:4][O:5][C:6]1[CH:7]=[C:8]2[C:12](=[C:13]([N:15]([CH3:24])[S:16]([C:19]3[S:20][CH:21]=[CH:22][CH:23]=3)(=[O:17])=[O:18])[CH:14]=1)[NH:11][C:10]([C:25]([NH2:30])=[O:26])=[CH:9]2. The yield is 0.940. (2) The reactants are Cl[C:2]1[N:7]=[C:6]([CH3:8])[C:5]([F:9])=[CH:4][N:3]=1.[CH3:10][O:11][C:12]([CH:14]1[CH2:19][CH2:18][C:17]([C:21]2[S:22][C:23]([C:26]3[CH:31]=[C:30]([CH3:32])[CH:29]=[C:28]([NH2:33])[CH:27]=3)=[CH:24][N:25]=2)([OH:20])[CH2:16][C:15]1([CH3:35])[CH3:34])=[O:13].CC1(C)C2C(=C(P(C3C=CC=CC=3)C3C=CC=CC=3)C=CC=2)OC2C(P(C3C=CC=CC=3)C3C=CC=CC=3)=CC=CC1=2.C([O-])([O-])=O.[Cs+].[Cs+]. The catalyst is CC([O-])=O.CC([O-])=O.[Pd+2]. The product is [CH3:10][O:11][C:12]([CH:14]1[CH2:19][CH2:18][C:17]([C:21]2[S:22][C:23]([C:26]3[CH:31]=[C:30]([CH3:32])[CH:29]=[C:28]([NH:33][C:2]4[N:7]=[C:6]([CH3:8])[C:5]([F:9])=[CH:4][N:3]=4)[CH:27]=3)=[CH:24][N:25]=2)([OH:20])[CH2:16][C:15]1([CH3:35])[CH3:34])=[O:13]. The yield is 0.860.